Dataset: Full USPTO retrosynthesis dataset with 1.9M reactions from patents (1976-2016). Task: Predict the reactants needed to synthesize the given product. (1) Given the product [CH2:1]([O:3][C:4](=[O:12])[CH2:5][N:6]1[CH:10]=[C:9]([S:11][CH2:14][C:15](=[O:17])[CH3:16])[CH:8]=[N:7]1)[CH3:2], predict the reactants needed to synthesize it. The reactants are: [CH2:1]([O:3][C:4](=[O:12])[CH2:5][N:6]1[CH:10]=[C:9]([SH:11])[CH:8]=[N:7]1)[CH3:2].Cl[CH2:14][C:15](=[O:17])[CH3:16]. (2) Given the product [C:1]([Si:5]([CH3:35])([CH3:36])[O:6][C:7]1[CH:34]=[CH:33][C:10]2[C:11]3[CH:20]([OH:21])[O:19][C:18]4[C:13](=[CH:14][CH:15]=[C:16]([O:22][Si:23]([C:26]([CH3:27])([CH3:28])[CH3:29])([CH3:24])[CH3:25])[CH:17]=4)[C:12]=3[CH2:30][CH2:31][O:32][C:9]=2[CH:8]=1)([CH3:2])([CH3:3])[CH3:4], predict the reactants needed to synthesize it. The reactants are: [C:1]([Si:5]([CH3:36])([CH3:35])[O:6][C:7]1[CH:34]=[CH:33][C:10]2[C:11]3[C:20](=[O:21])[O:19][C:18]4[C:13](=[CH:14][CH:15]=[C:16]([O:22][Si:23]([C:26]([CH3:29])([CH3:28])[CH3:27])([CH3:25])[CH3:24])[CH:17]=4)[C:12]=3[CH2:30][CH2:31][O:32][C:9]=2[CH:8]=1)([CH3:4])([CH3:3])[CH3:2].CC(C[Al]CC(C)C)C.CO. (3) Given the product [N:5]([C:4]1[CH:6]=[C:7]([O:12][CH3:13])[C:8]([O:10][CH3:11])=[CH:9][C:3]=1[O:2][CH3:1])=[C:14]=[O:15], predict the reactants needed to synthesize it. The reactants are: [CH3:1][O:2][C:3]1[CH:9]=[C:8]([O:10][CH3:11])[C:7]([O:12][CH3:13])=[CH:6][C:4]=1[NH2:5].[C:14](Cl)(Cl)=[O:15]. (4) Given the product [Br:1][C:2]1[C:11]([O:12][CH3:13])=[CH:10][C:5]([C:6]([OH:8])=[O:7])=[C:4]([F:14])[CH:3]=1, predict the reactants needed to synthesize it. The reactants are: [Br:1][C:2]1[C:11]([O:12][CH3:13])=[CH:10][C:5]([C:6]([O:8]C)=[O:7])=[C:4]([F:14])[CH:3]=1.O[Li].O. (5) Given the product [CH3:9][O:8][C:5]1[CH:6]=[CH:7][C:2]([CH:1]=[O:21])=[C:3]([N+:10]([O-:12])=[O:11])[CH:4]=1, predict the reactants needed to synthesize it. The reactants are: [CH3:1][C:2]1[CH:7]=[CH:6][C:5]([O:8][CH3:9])=[CH:4][C:3]=1[N+:10]([O-:12])=[O:11].N1CCCC1.C1C[O:21]CC1. (6) Given the product [NH:9]1[C:10]2[C:6](=[CH:5][CH:4]=[CH:3][CH:2]=2)[CH2:7][C:8]1=[O:11], predict the reactants needed to synthesize it. The reactants are: F[C:2]1[CH:3]=[CH:4][CH:5]=[C:6]2[C:10]=1[NH:9][C:8](=[O:11])[C:7]2=O.NN. (7) Given the product [Cl:10][C:11]1[CH:16]=[CH:15][CH:14]=[C:13]([Cl:17])[C:12]=1[S:18]([NH:4][C:3]1[CH:5]=[CH:6][C:7]([I:9])=[CH:8][C:2]=1[F:1])(=[O:20])=[O:19], predict the reactants needed to synthesize it. The reactants are: [F:1][C:2]1[CH:8]=[C:7]([I:9])[CH:6]=[CH:5][C:3]=1[NH2:4].[Cl:10][C:11]1[CH:16]=[CH:15][CH:14]=[C:13]([Cl:17])[C:12]=1[S:18](Cl)(=[O:20])=[O:19].